From a dataset of Full USPTO retrosynthesis dataset with 1.9M reactions from patents (1976-2016). Predict the reactants needed to synthesize the given product. (1) Given the product [CH2:19]([N:21]([CH2:10][CH:9]([NH:8][C:6]([O:5][C:1]([CH3:2])([CH3:4])[CH3:3])=[O:7])[CH2:12][CH:13]1[CH2:18][CH2:17][CH2:16][CH2:15][CH2:14]1)[CH2:10][CH:9]([NH:8][C:6]([O:5][C:1]([CH3:4])([CH3:3])[CH3:2])=[O:7])[CH2:12][CH:13]1[CH2:18][CH2:17][CH2:16][CH2:15][CH2:14]1)[CH3:20], predict the reactants needed to synthesize it. The reactants are: [C:1]([O:5][C:6]([NH:8][C@@H:9]([CH2:12][CH:13]1[CH2:18][CH2:17][CH2:16][CH2:15][CH2:14]1)[CH:10]=O)=[O:7])([CH3:4])([CH3:3])[CH3:2].[CH2:19]([NH2:21])[CH3:20]. (2) Given the product [Br:17][C:18]1[CH:25]=[C:24]([CH:11]2[C:3]3[C:4](=[CH:6][C:7]([Cl:9])=[CH:8][C:2]=3[Cl:1])[NH:5][CH:12]([C:13]([OH:15])=[O:14])[CH2:10]2)[CH:23]=[CH:20][CH:19]=1, predict the reactants needed to synthesize it. The reactants are: [Cl:1][C:2]1[CH:3]=[C:4]([CH:6]=[C:7]([Cl:9])[CH:8]=1)[NH2:5].[CH2:10]([C:12](=O)[C:13]([O-:15])=[O:14])[CH3:11].[Br:17][C:18]1[CH:19]=[C:20]([CH:23]=[CH:24][CH:25]=1)C=C.FC(F)(F)C(O)=O.[OH-].[Na+]. (3) Given the product [Cl:1][C:2]1[CH:3]=[CH:4][C:5]([C:39]#[N:40])=[C:6]([C:8]2[C:13]([O:14][CH3:15])=[CH:12][N:11]([CH:16]([CH2:33][CH:34]3[CH2:35][CH2:36][CH2:37]3)[C:17]([NH:19][C:20]3[CH:32]=[CH:31][C:23]([C:24]([OH:26])=[O:25])=[CH:22][CH:21]=3)=[O:18])[C:10](=[O:38])[CH:9]=2)[CH:7]=1, predict the reactants needed to synthesize it. The reactants are: [Cl:1][C:2]1[CH:3]=[CH:4][C:5]([C:39]#[N:40])=[C:6]([C:8]2[C:13]([O:14][CH3:15])=[CH:12][N:11]([CH:16]([CH2:33][CH:34]3[CH2:37][CH2:36][CH2:35]3)[C:17]([NH:19][C:20]3[CH:32]=[CH:31][C:23]([C:24]([O:26]C(C)(C)C)=[O:25])=[CH:22][CH:21]=3)=[O:18])[C:10](=[O:38])[CH:9]=2)[CH:7]=1.C(O)(C(F)(F)F)=O. (4) Given the product [Cl:1][C:2]1[CH:10]=[C:9]2[C:5]([C:6]([C:11]([N:13]3[CH2:18][CH2:17][N:16]([C:19]4[CH:24]=[CH:23][CH:22]=[CH:21][C:20]=4[O:25][CH2:26][CH3:27])[CH2:15][CH2:14]3)=[O:12])=[CH:7][N:8]2[CH2:29][CH2:30][N:31]([CH3:33])[CH3:32])=[CH:4][CH:3]=1, predict the reactants needed to synthesize it. The reactants are: [Cl:1][C:2]1[CH:10]=[C:9]2[C:5]([C:6]([C:11]([N:13]3[CH2:18][CH2:17][N:16]([C:19]4[CH:24]=[CH:23][CH:22]=[CH:21][C:20]=4[O:25][CH2:26][CH3:27])[CH2:15][CH2:14]3)=[O:12])=[CH:7][NH:8]2)=[CH:4][CH:3]=1.Cl[CH2:29][CH2:30][N:31]([CH3:33])[CH3:32]. (5) Given the product [Cl:1][C:2]1[CH:8]=[C:7]([O:9][C:10]2[C:19]3[C:14](=[CH:15][C:16]([O:22][CH3:23])=[C:17]([O:20][CH3:21])[CH:18]=3)[N:13]=[CH:12][CH:11]=2)[CH:6]=[CH:5][C:3]=1[NH:4][C:37]([NH:45][C:46]1[S:47][C:48]([CH:51]2[CH2:53][CH2:52]2)=[N:49][N:50]=1)=[O:43], predict the reactants needed to synthesize it. The reactants are: [Cl:1][C:2]1[CH:8]=[C:7]([O:9][C:10]2[C:19]3[C:14](=[CH:15][C:16]([O:22][CH3:23])=[C:17]([O:20][CH3:21])[CH:18]=3)[N:13]=[CH:12][CH:11]=2)[CH:6]=[CH:5][C:3]=1[NH2:4].C(N(C(C)C)CC)(C)C.ClC(Cl)(O[C:37](=[O:43])OC(Cl)(Cl)Cl)Cl.[NH2:45][C:46]1[S:47][C:48]([CH:51]2[CH2:53][CH2:52]2)=[N:49][N:50]=1. (6) Given the product [Br:1][CH2:2][C:3]([C:5]1[CH:10]=[CH:9][C:8]([CH:11]([OH:12])[CH3:15])=[CH:7][C:6]=1[CH3:13])=[O:4], predict the reactants needed to synthesize it. The reactants are: [Br:1][CH2:2][C:3]([C:5]1[CH:10]=[CH:9][C:8]([CH2:11][OH:12])=[CH:7][C:6]=1[CH3:13])=[O:4].O[CH:15](C1C=CC(C(=O)C)=C(C)C=1)C. (7) Given the product [CH3:1][O:2][C:3]([C:5]1[N:6]=[CH:7][N:8]([C:13]2[CH:18]=[CH:17][CH:16]=[C:15]([N+:19]([O-:21])=[O:20])[CH:14]=2)[CH:9]=1)=[O:4], predict the reactants needed to synthesize it. The reactants are: [CH3:1][O:2][C:3]([C:5]1[N:6]=[CH:7][NH:8][CH:9]=1)=[O:4].[H-].[Na+].F[C:13]1[CH:18]=[CH:17][CH:16]=[C:15]([N+:19]([O-:21])=[O:20])[CH:14]=1. (8) Given the product [O:31]=[C:30]1[C:29]2[C:24](=[CH:25][CH:26]=[CH:27][CH:28]=2)[C:23](=[O:32])[N:22]1[CH2:21][C@@H:20]([NH:19][C:7]([C:5]1[S:6][C:2]([CH3:1])=[C:3]([C:10]2[N:14]([CH3:15])[N:13]=[CH:12][C:11]=2[CH:16]([CH3:18])[CH3:17])[CH:4]=1)=[O:9])[CH2:33][C:34]1[CH:39]=[CH:38][CH:37]=[CH:36][C:35]=1[C:40]([F:42])([F:41])[F:43], predict the reactants needed to synthesize it. The reactants are: [CH3:1][C:2]1[S:6][C:5]([C:7]([OH:9])=O)=[CH:4][C:3]=1[C:10]1[N:14]([CH3:15])[N:13]=[CH:12][C:11]=1[CH:16]([CH3:18])[CH3:17].[NH2:19][C@@H:20]([CH2:33][C:34]1[CH:39]=[CH:38][CH:37]=[CH:36][C:35]=1[C:40]([F:43])([F:42])[F:41])[CH2:21][N:22]1[C:30](=[O:31])[C:29]2[C:24](=[CH:25][CH:26]=[CH:27][CH:28]=2)[C:23]1=[O:32].C(N(C(C)C)CC)(C)C.F[P-](F)(F)(F)(F)F.Br[P+](N1CCCC1)(N1CCCC1)N1CCCC1. (9) Given the product [CH2:1]([N:3]([CH2:16][O:17][CH3:18])[C:4](=[O:15])[C:5]1[C:6]([Si:11]([CH3:13])([CH3:12])[CH3:14])=[CH:7][CH:8]=[CH:9][C:10]=1[CH3:19])[CH3:2], predict the reactants needed to synthesize it. The reactants are: [CH2:1]([N:3]([CH2:16][O:17][CH3:18])[C:4](=[O:15])[C:5]1[CH:10]=[CH:9][CH:8]=[CH:7][C:6]=1[Si:11]([CH3:14])([CH3:13])[CH3:12])[CH3:2].[CH3:19]I. (10) Given the product [S:3]1[CH:4]=[CH:5][N:6]=[C:2]1[N:7]1[CH2:12][CH2:11][NH:10][CH2:9][CH2:8]1, predict the reactants needed to synthesize it. The reactants are: Br[C:2]1[S:3][CH:4]=[CH:5][N:6]=1.[NH:7]1[CH2:12][CH2:11][NH:10][CH2:9][CH2:8]1.